Binary Classification. Given a drug SMILES string, predict its activity (active/inactive) in a high-throughput screening assay against a specified biological target. From a dataset of Cav3 T-type calcium channel HTS with 100,875 compounds. (1) The drug is S(=O)(=O)(N(C(C)C(=O)N\N=C\c1ccc(OCC)cc1)c1ccc(OC)cc1)C. The result is 0 (inactive). (2) The molecule is Clc1c(c2n(CC)c(=S)n(n2)CC(=O)Nc2ccc(OC)cc2)cccc1. The result is 0 (inactive). (3) The drug is O1CCN(CC1)c1ccc(NC(=O)c2cccnc2)cc1. The result is 0 (inactive). (4) The drug is s1c2CCCCc2nc1NC(=O)CSc1n(c2c(n(c(=O)n(c2=O)C)C)n1)CCC. The result is 0 (inactive). (5) The compound is O(C(=O)C1CCCN(C1)c1ncnc2n(ncc12)c1ccc(OC)cc1)CC. The result is 0 (inactive). (6) The drug is O=c1n2[nH]c(c(c2nc2c1CCCC2)c1ccccc1)C. The result is 0 (inactive). (7) The molecule is O=c1n(c(=O)c2c3c(c(N4CCCCCC4)ccc13)ccc2)c1c([nH]nc1C)C. The result is 1 (active).